From a dataset of Full USPTO retrosynthesis dataset with 1.9M reactions from patents (1976-2016). Predict the reactants needed to synthesize the given product. (1) Given the product [Cl:20][C:18]1[C:17]([CH3:21])=[C:16]([C:22]2[CH:27]=[CH:26][C:25]([C:28]([N:30]3[CH2:33][CH:32]([C:34]#[N:35])[CH2:31]3)=[O:29])=[C:24]([F:36])[CH:23]=2)[C:15]([O:37][CH3:38])=[C:14]([CH:12]([NH:11][C:2]2[N:10]=[CH:9][N:8]=[C:7]3[C:3]=2[N:4]=[CH:5][NH:6]3)[CH3:13])[CH:19]=1, predict the reactants needed to synthesize it. The reactants are: Br[C:2]1[N:10]=[CH:9][N:8]=[C:7]2[C:3]=1[N:4]=[CH:5][NH:6]2.[NH2:11][CH:12]([C:14]1[C:15]([O:37][CH3:38])=[C:16]([C:22]2[CH:27]=[CH:26][C:25]([C:28]([N:30]3[CH2:33][CH:32]([C:34]#[N:35])[CH2:31]3)=[O:29])=[C:24]([F:36])[CH:23]=2)[C:17]([CH3:21])=[C:18]([Cl:20])[CH:19]=1)[CH3:13].C(N(CC)C(C)C)(C)C. (2) Given the product [CH2:1]([NH:3][C:4]([C:6]1[C:14]2[C:9](=[N:10][CH:11]=[C:12]([O:56][C:53]3[CH:54]=[CH:55][C:50]([C:48]#[N:49])=[CH:51][CH:52]=3)[N:13]=2)[NH:8][CH:7]=1)=[O:5])[CH3:2], predict the reactants needed to synthesize it. The reactants are: [CH2:1]([NH:3][C:4]([C:6]1[C:14]2[C:9](=[N:10][CH:11]=[C:12](Br)[N:13]=2)[N:8](COCC[Si](C)(C)C)[CH:7]=1)=[O:5])[CH3:2].C(NC(C1C2C(=NC=C(Br)N=2)N(COCC[Si](C)(C)C)C=1)=O)(C)C.[C:48]([C:50]1[CH:55]=[CH:54][C:53]([OH:56])=[CH:52][CH:51]=1)#[N:49].C(C1C=C(O)C=CC=1)#N. (3) Given the product [S:15]1[CH:16]=[CH:17][C:18]2[C:10]([N:7]3[CH2:6][CH2:5][N:4]([C:1](=[O:3])[CH3:2])[CH2:9][CH2:8]3)=[CH:11][CH:12]=[CH:13][C:14]1=2, predict the reactants needed to synthesize it. The reactants are: [C:1]([N:4]1[CH2:9][CH2:8][N:7]([C:10]2[C:18]3[CH:17]=[C:16](C(O)=O)[S:15][C:14]=3[CH:13]=[CH:12][CH:11]=2)[CH2:6][CH2:5]1)(=[O:3])[CH3:2]. (4) Given the product [S:117]([O-:121])([OH:120])(=[O:119])=[O:118].[NH2:1][C:2]1[S:6][N:5]=[C:4](/[C:7](=[N:34]/[O:35][C:36]([C:39]([OH:41])=[O:40])([CH3:37])[CH3:38])/[C:8]([NH:10][C@@H:11]2[C:32](=[O:33])[N:13]3[C:14]([C:20]([OH:22])=[O:21])=[C:15]([CH2:18][N+:75]4[N:76]([CH3:98])[C:77]([NH2:78])=[C:73]([NH:72][C:70](=[O:71])[C@@H:69]([NH:99][C:100]([NH2:109])=[NH:101])[CH2:68][NH2:67])[CH:74]=4)[CH2:16][S:17][C@H:12]23)=[O:9])[N:3]=1, predict the reactants needed to synthesize it. The reactants are: [NH2:1][C:2]1[S:6][N:5]=[C:4](/[C:7](=[N:34]/[O:35][C:36]([C:39]([O:41]C(C)(C)C)=[O:40])([CH3:38])[CH3:37])/[C:8]([NH:10][C@@H:11]2[C:32](=[O:33])[N:13]3[C:14]([C:20]([O:22]CC4C=CC(OC)=CC=4)=[O:21])=[C:15]([CH2:18]Cl)[CH2:16][S:17][C@H:12]23)=[O:9])[N:3]=1.C[Si](C)(C)NC(N[Si](C)(C)C)=O.[I-].[K+].C(OC([NH:67][CH2:68][C@H:69]([NH:99]/[C:100](/[NH:109]C(=O)OC(C)(C)C)=[N:101]/C(=O)OC(C)(C)C)[C:70]([NH:72][C:73]1[CH:74]=[N:75][N:76]([CH3:98])[C:77]=1[NH:78]C(C1C=CC=CC=1)(C1C=CC=CC=1)C1C=CC=CC=1)=[O:71])=O)(C)(C)C.[S:117](=[O:121])(=[O:120])([OH:119])[OH:118]. (5) Given the product [CH3:30][NH:31][CH2:2][C:3]([NH:5][CH2:6][CH2:7][N:8]1[C:20]2[C:19]3[CH:18]=[CH:17][CH:16]=[CH:15][C:14]=3[N:13]=[C:12]([C:21]([F:24])([F:23])[F:22])[C:11]=2[N:10]=[C:9]1[C:25]1[NH:26][CH:27]=[CH:28][CH:29]=1)=[O:4], predict the reactants needed to synthesize it. The reactants are: Cl[CH2:2][C:3]([NH:5][CH2:6][CH2:7][N:8]1[C:20]2[C:19]3[CH:18]=[CH:17][CH:16]=[CH:15][C:14]=3[N:13]=[C:12]([C:21]([F:24])([F:23])[F:22])[C:11]=2[N:10]=[C:9]1[C:25]1[NH:26][CH:27]=[CH:28][CH:29]=1)=[O:4].[CH3:30][NH2:31].